This data is from Forward reaction prediction with 1.9M reactions from USPTO patents (1976-2016). The task is: Predict the product of the given reaction. (1) Given the reactants [CH2:1]([O:3][C:4](=[O:14])[CH:5]=[CH:6][C:7]1[CH:12]=[CH:11][CH:10]=[C:9]([CH3:13])[N:8]=1)[CH3:2], predict the reaction product. The product is: [CH2:1]([O:3][C:4](=[O:14])[CH2:5][CH2:6][C:7]1[CH:12]=[CH:11][CH:10]=[C:9]([CH3:13])[N:8]=1)[CH3:2]. (2) The product is: [CH3:1][C:2]1[C:10]2[C:9]([CH2:11][N:12]3[C:16]4[CH:17]=[CH:18][CH:19]=[CH:20][C:15]=4[N:14]([CH2:21][CH2:22][C:23]4[NH:28][N:27]=[N:26][N:24]=4)[C:13]3=[O:25])=[CH:8][S:7][C:6]=2[CH:5]=[CH:4][CH:3]=1. Given the reactants [CH3:1][C:2]1[C:10]2[C:9]([CH2:11][N:12]3[C:16]4[CH:17]=[CH:18][CH:19]=[CH:20][C:15]=4[N:14]([CH2:21][CH2:22][C:23]#[N:24])[C:13]3=[O:25])=[CH:8][S:7][C:6]=2[CH:5]=[CH:4][CH:3]=1.[N:26]([Si](C)(C)C)=[N+:27]=[N-:28].C([Sn](=O)CCCC)CCC.O, predict the reaction product. (3) The product is: [NH2:1][C:2]1[C:3]([C:16]([OH:18])=[O:17])=[N:4][C:5]([C:9]2[CH:14]=[CH:13][CH:12]=[CH:11][C:10]=2[F:15])=[C:6]([F:8])[CH:7]=1. Given the reactants [NH2:1][C:2]1[C:3]([C:16]([O-:18])=[O:17])=[N:4][C:5]([C:9]2[CH:14]=[CH:13][CH:12]=[CH:11][C:10]=2[F:15])=[C:6]([F:8])[CH:7]=1.[Li+].[OH-], predict the reaction product.